From a dataset of Full USPTO retrosynthesis dataset with 1.9M reactions from patents (1976-2016). Predict the reactants needed to synthesize the given product. (1) The reactants are: [C:1]([O:5][C:6]([N:8]1[CH2:12][CH2:11][CH2:10][C@H:9]1[CH2:13][NH2:14])=[O:7])([CH3:4])([CH3:3])[CH3:2].Cl[C:16]1[N:21]=[CH:20][C:19]([Cl:22])=[CH:18][N:17]=1.C(=O)([O-])[O-].[K+].[K+].C(N(C(C)C)CC)(C)C. Given the product [C:1]([O:5][C:6]([N:8]1[CH2:12][CH2:11][CH2:10][C@H:9]1[CH2:13][NH:14][C:16]1[N:21]=[CH:20][C:19]([Cl:22])=[CH:18][N:17]=1)=[O:7])([CH3:4])([CH3:3])[CH3:2], predict the reactants needed to synthesize it. (2) Given the product [F:46][C:45]([F:47])([F:48])[C:44]([C:41]1[CH:42]=[CH:43][C:38]([C:36]2[N:35]=[C:31]([C:28]3[CH:27]=[CH:26][C:25](=[O:24])[NH:30][N:29]=3)[O:33][N:37]=2)=[CH:39][CH:40]=1)([CH3:50])[CH3:49], predict the reactants needed to synthesize it. The reactants are: O.ON1C2C=CC=CC=2N=N1.Cl.CN(C)CCCN=C=NCC.[O:24]=[C:25]1[NH:30][N:29]=[C:28]([C:31]([OH:33])=O)[CH:27]=[CH:26]1.O[N:35]=[C:36]([C:38]1[CH:43]=[CH:42][C:41]([C:44]([CH3:50])([CH3:49])[C:45]([F:48])([F:47])[F:46])=[CH:40][CH:39]=1)[NH2:37]. (3) Given the product [CH3:25][C:16]1[CH:21]=[CH:20][CH:19]=[CH:18][C:17]=1[C:2]1[CH:11]=[CH:10][C:5]([C:6]([O:8][CH3:9])=[O:7])=[CH:4][C:3]=1[S:12]([CH3:15])(=[O:14])=[O:13], predict the reactants needed to synthesize it. The reactants are: Cl[C:2]1[CH:11]=[CH:10][C:5]([C:6]([O:8][CH3:9])=[O:7])=[CH:4][C:3]=1[S:12]([CH3:15])(=[O:14])=[O:13].[C:16]1([CH3:25])[CH:21]=[CH:20][CH:19]=[CH:18][C:17]=1B(O)O.C1(P(C2CCCCC2)C2C=CC=CC=2C2C(OC)=CC=CC=2OC)CCCCC1.[F-].[K+]. (4) Given the product [Cl:33][C:13]1[CH:12]=[CH:11][C:10]2[C:9](=[O:34])[N:8]([C@H:6]([CH3:7])[CH2:5][OH:4])[CH:17]=[CH:16][C:15]=2[C:14]=1[C:18]([NH:19][CH2:20][C:21]1[CH:26]=[CH:25][C:24]([C:27]([F:28])([F:29])[F:30])=[C:23]([F:31])[CH:22]=1)=[O:32], predict the reactants needed to synthesize it. The reactants are: C([O:4][CH2:5][C@H:6]([N:8]1[CH:17]=[CH:16][C:15]2[C:10](=[CH:11][CH:12]=[C:13]([Cl:33])[C:14]=2[C:18](=[O:32])[NH:19][CH2:20][C:21]2[CH:26]=[CH:25][C:24]([C:27]([F:30])([F:29])[F:28])=[C:23]([F:31])[CH:22]=2)[C:9]1=[O:34])[CH3:7])(=O)C.C(=O)([O-])[O-].[K+].[K+].CO. (5) Given the product [Cl:22][C:23]1[CH:28]=[CH:27][CH:26]=[C:25]([N:9]2[CH2:8][CH:7]([O:6][C:5]3[CH:11]=[CH:12][C:2]([F:1])=[CH:3][CH:4]=3)[CH2:10]2)[N:24]=1, predict the reactants needed to synthesize it. The reactants are: [F:1][C:2]1[CH:12]=[CH:11][C:5]([O:6][CH:7]2[CH2:10][NH:9][CH2:8]2)=[CH:4][CH:3]=1.CCN(C(C)C)C(C)C.[Cl:22][C:23]1[CH:28]=[C:27](Cl)[CH:26]=[CH:25][N:24]=1. (6) Given the product [CH:41]1([C:50]2[CH:51]=[C:52]([CH:62]=[O:63])[CH:53]=[C:54]3[C:59]=2[O:58][CH2:57][CH2:56][C:55]3([CH3:60])[CH3:61])[CH2:43][CH2:42]1, predict the reactants needed to synthesize it. The reactants are: CC(C1C=C(C(C)C)C(C2C=CC=CC=2P(C2CCCCC2)C2CCCCC2)=C(C(C)C)C=1)C.C(=O)([O-])[O-].[K+].[K+].[CH:41]1([B-](F)(F)F)[CH2:43][CH2:42]1.[K+].Cl[C:50]1[CH:51]=[C:52]([CH:62]=[O:63])[CH:53]=[C:54]2[C:59]=1[O:58][CH2:57][CH2:56][C:55]2([CH3:61])[CH3:60]. (7) The reactants are: CN(C(ON1N=NC2C=CC=CC1=2)=[N+](C)C)C.[B-](F)(F)(F)F.CCN(C(C)C)C(C)C.[Cl:32][C:33]1[CH:55]=[CH:54][C:36]2[NH:37][C:38]([S:40][C:41]3[C:46]4[NH:47][C:48](=[O:50])[NH:49][C:45]=4[CH:44]=[C:43]([C:51](O)=[O:52])[CH:42]=3)=[N:39][C:35]=2[CH:34]=1.Cl. Given the product [Cl:32][C:33]1[CH:55]=[CH:54][C:36]2[NH:37][C:38]([S:40][C:41]3[C:46]4[NH:47][C:48](=[O:50])[NH:49][C:45]=4[CH:44]=[C:43]([CH2:51][OH:52])[CH:42]=3)=[N:39][C:35]=2[CH:34]=1, predict the reactants needed to synthesize it.